Dataset: Peptide-MHC class I binding affinity with 185,985 pairs from IEDB/IMGT. Task: Regression. Given a peptide amino acid sequence and an MHC pseudo amino acid sequence, predict their binding affinity value. This is MHC class I binding data. (1) The peptide sequence is TRHPATATV. The MHC is HLA-A02:01 with pseudo-sequence HLA-A02:01. The binding affinity (normalized) is 0. (2) The peptide sequence is DKTEAILQ. The MHC is H-2-Db with pseudo-sequence H-2-Db. The binding affinity (normalized) is 0. (3) The peptide sequence is VTFFCVMTY. The MHC is HLA-A02:03 with pseudo-sequence HLA-A02:03. The binding affinity (normalized) is 0.0847. (4) The peptide sequence is CPLNQLEQF. The MHC is HLA-B51:01 with pseudo-sequence HLA-B51:01. The binding affinity (normalized) is 0.0847.